From a dataset of Full USPTO retrosynthesis dataset with 1.9M reactions from patents (1976-2016). Predict the reactants needed to synthesize the given product. (1) Given the product [CH3:51][N:52]([CH3:56])[CH2:53][CH2:54][NH:55][C:3]([C:5]1[C:18]2[C:9](=[N:10][C:11]3[C:16]([N:17]=2)=[C:15]2[CH:19]=[CH:20][CH:21]=[C:22]([N:23]([CH3:25])[CH3:24])[C:14]2=[CH:13][CH:12]=3)[CH:8]=[CH:7][CH:6]=1)=[O:2], predict the reactants needed to synthesize it. The reactants are: C[O:2][C:3]([C:5]1[C:18]2[C:9](=[N:10][C:11]3[C:16]([N:17]=2)=[C:15]2[CH:19]=[CH:20][CH:21]=[C:22]([N:23]([CH3:25])[CH3:24])[C:14]2=[CH:13][CH:12]=3)[CH:8]=[CH:7][CH:6]=1)=O.COC(C1C2C(=NC3C(N=2)=C2C=CC(N(C)C)=CC2=CC=3)C=CC=1)=O.[CH3:51][N:52]([CH3:56])[CH2:53][CH2:54][NH2:55]. (2) Given the product [CH3:8][N:7]1[CH2:6][CH2:5][CH2:4][CH:3]([CH2:13][N:14]2[CH2:15][CH2:16][CH:17]([NH:20][C:21]([C:23]3[NH:24][C:25]4[C:30]([CH:31]=3)=[C:29]([O:32][CH2:33][CH:34]([CH3:36])[CH3:35])[CH:28]=[CH:27][CH:26]=4)=[O:22])[CH2:18][CH2:19]2)[CH2:12]1, predict the reactants needed to synthesize it. The reactants are: Cl.Cl.[CH:3]1([CH2:13][N:14]2[CH2:19][CH2:18][CH:17]([NH:20][C:21]([C:23]3[NH:24][C:25]4[C:30]([CH:31]=3)=[C:29]([O:32][CH2:33][CH:34]([CH3:36])[CH3:35])[CH:28]=[CH:27][CH:26]=4)=[O:22])[CH2:16][CH2:15]2)[CH:12]2[N:7]([CH2:8]CCC2)[CH2:6][CH2:5][CH2:4]1.CN1CCCC(CO)C1. (3) Given the product [CH2:24]([O:26][C:27]([C:29]1[C:38](=[O:39])[C:37]2[C:32](=[C:33]([C:23]#[C:22][CH2:21][C@@H:9]3[CH2:10][C@@H:11]([NH:13][C:14]([O:16][C:17]([CH3:20])([CH3:19])[CH3:18])=[O:15])[CH2:12][N:8]3[C:6]([O:5][C:1]([CH3:4])([CH3:3])[CH3:2])=[O:7])[C:34]([F:41])=[C:35]([F:40])[CH:36]=2)[N:31]([CH:50]2[CH2:51][CH2:52]2)[CH:30]=1)=[O:28])[CH3:25], predict the reactants needed to synthesize it. The reactants are: [C:1]([O:5][C:6]([N:8]1[CH2:12][C@H:11]([NH:13][C:14]([O:16][C:17]([CH3:20])([CH3:19])[CH3:18])=[O:15])[CH2:10][C@H:9]1[CH2:21][C:22]#[CH:23])=[O:7])([CH3:4])([CH3:3])[CH3:2].[CH2:24]([O:26][C:27]([C:29]1[C:38](=[O:39])[C:37]2[C:32](=[C:33](OS(C(F)(F)F)(=O)=O)[C:34]([F:41])=[C:35]([F:40])[CH:36]=2)[N:31]([CH:50]2[CH2:52][CH2:51]2)[CH:30]=1)=[O:28])[CH3:25].C1(P(C2C=CC=CC=2)C2C=CC=CC=2)C=CC=CC=1.C(N(CC)C(C)C)(C)C. (4) The reactants are: [OH:1][NH:2][C:3](=[NH:17])[C:4]1[CH:9]=[CH:8][C:7]([S:10](=[O:16])(=[O:15])[NH:11][CH2:12][CH2:13]O)=[CH:6][CH:5]=1.C(C1C=CC(S(Cl)(=O)=O)=CC=1)#N.[C:30]([O:34][C:35](=[O:40])[NH:36]CCN)([CH3:33])([CH3:32])[CH3:31]. Given the product [C:30]([O:34][C:35](=[O:40])[NH:36][CH2:13][CH2:12][NH:11][S:10]([C:7]1[CH:8]=[CH:9][C:4]([C:3](=[NH:17])[NH:2][OH:1])=[CH:5][CH:6]=1)(=[O:16])=[O:15])([CH3:33])([CH3:32])[CH3:31], predict the reactants needed to synthesize it. (5) Given the product [CH:1]1([NH:4][S:5]([C:8]2[C:13]([Cl:14])=[CH:12][CH:11]=[C:10]([N+:15]([O-:17])=[O:16])[C:9]=2[OH:21])(=[O:7])=[O:6])[CH2:3][CH2:2]1, predict the reactants needed to synthesize it. The reactants are: [CH:1]1([NH:4][S:5]([C:8]2[C:13]([Cl:14])=[CH:12][CH:11]=[C:10]([N+:15]([O-:17])=[O:16])[C:9]=2Cl)(=[O:7])=[O:6])[CH2:3][CH2:2]1.[H-].[Na+].[OH2:21]. (6) Given the product [F:48][C:49]1[CH:54]=[CH:53][C:52]([CH2:55][CH2:56][NH:57][C:58]([O:59][CH3:60])=[O:61])=[C:51]([CH:50]=1)[O:62][CH2:32][CH2:31][O:30][CH:18]1[CH:17]([C:14]2[CH:13]=[CH:12][C:11]([O:10][CH2:9][CH2:8][CH2:7][O:6][CH2:5][C:4]3[CH:44]=[CH:45][CH:46]=[CH:47][C:3]=3[O:2][CH3:1])=[CH:16][CH:15]=2)[CH2:22][CH2:21][N:20]([C:23]([O:25][C:26]([CH3:27])([CH3:29])[CH3:28])=[O:24])[CH2:19]1, predict the reactants needed to synthesize it. The reactants are: [CH3:1][O:2][C:3]1[CH:47]=[CH:46][CH:45]=[CH:44][C:4]=1[CH2:5][O:6][CH2:7][CH2:8][CH2:9][O:10][C:11]1[CH:16]=[CH:15][C:14]([CH:17]2[CH2:22][CH2:21][N:20]([C:23]([O:25][C:26]([CH3:29])([CH3:28])[CH3:27])=[O:24])[CH2:19][CH:18]2[O:30][CH2:31][CH2:32]OS(C2C=CC(C)=CC=2)(=O)=O)=[CH:13][CH:12]=1.[F:48][C:49]1[CH:54]=[CH:53][C:52]([CH2:55][CH2:56][NH:57][C:58](=[O:61])[O:59][CH3:60])=[C:51]([OH:62])[CH:50]=1. (7) Given the product [Br:9][C:5]1[NH:4][C:3](=[N:15][C:14]2[C:16]([CH:20]([CH3:21])[CH3:22])=[CH:17][CH:18]=[CH:19][C:13]=2[CH:10]([CH3:12])[CH3:11])[CH:8]=[CH:7][CH:6]=1, predict the reactants needed to synthesize it. The reactants are: C([C:3]1[CH:8]=[CH:7][CH:6]=[C:5]([Br:9])[N:4]=1)=O.[CH:10]([C:13]1[CH:19]=[CH:18][CH:17]=[C:16]([CH:20]([CH3:22])[CH3:21])[C:14]=1[NH2:15])([CH3:12])[CH3:11].CC1C=CC(S(O)(=O)=O)=CC=1. (8) Given the product [CH3:1][N:2]1[C:6]([C:7]2[CH:8]=[C:9]([NH:10][C:15]3[C:24]4[C:19](=[CH:20][CH:21]=[CH:22][CH:23]=4)[CH:18]=[CH:17][N:16]=3)[CH:11]=[CH:12][CH:13]=2)=[CH:5][N:4]=[CH:3]1, predict the reactants needed to synthesize it. The reactants are: [CH3:1][N:2]1[C:6]([C:7]2[CH:8]=[C:9]([CH:11]=[CH:12][CH:13]=2)[NH2:10])=[CH:5][N:4]=[CH:3]1.Cl[C:15]1[C:24]2[C:19](=[CH:20][CH:21]=[CH:22][CH:23]=2)[CH:18]=[CH:17][N:16]=1. (9) Given the product [NH:16]1[C:13]2[CH:12]3[CH2:15][CH:9]([CH2:10][CH2:11]3)[C:8]=2[C:2]([C:3]([O:5][CH2:6][CH3:7])=[O:4])=[N:17]1, predict the reactants needed to synthesize it. The reactants are: O[C:2](=[C:8]1[C:13](=O)[CH:12]2[CH2:15][CH:9]1[CH2:10][CH2:11]2)[C:3]([O:5][CH2:6][CH3:7])=[O:4].[NH2:16][NH2:17].O.ClCCl. (10) The reactants are: CC1(C)O[C@@H](/C=C\C[N:10]2[C:19]3[CH:18]=[CH:17][CH:16]=[C:15]4[C:20]([CH3:24])([CH3:23])[CH2:21][CH2:22][N:13]([C:14]=34)[C:12](=[O:25])[C:11]2=[O:26])CO1.C[N+]1([O-])CC[O:32][CH2:31][CH2:30]1.[C:36]([O:40]O)([CH3:39])([CH3:38])C.[OH:42]S([O-])(=O)=O.[Na+].[CH3:48][C:49]([CH3:51])=[O:50]. Given the product [CH3:39][C:36]1([CH3:38])[O:40][C@@H:30]([C@@H:48]([OH:42])[C@@H:49]([OH:50])[CH2:51][N:10]2[C:19]3[CH:18]=[CH:17][CH:16]=[C:15]4[C:20]([CH3:23])([CH3:24])[CH2:21][CH2:22][N:13]([C:14]=34)[C:12](=[O:25])[C:11]2=[O:26])[CH2:31][O:32]1, predict the reactants needed to synthesize it.